From a dataset of Full USPTO retrosynthesis dataset with 1.9M reactions from patents (1976-2016). Predict the reactants needed to synthesize the given product. (1) Given the product [CH:16]1([CH2:19][N:20]2[C:24]([C:25]3[CH:30]=[CH:29][N:28]=[C:27]([NH:31][C:32]4[CH:33]=[CH:34][C:35]([S:38](=[O:48])(=[O:49])[NH:39][CH2:44][CH2:45][O:46][CH3:47])=[CH:36][CH:37]=4)[N:26]=3)=[CH:23][N:22]=[C:21]2[CH2:50][CH3:51])[CH2:18][CH2:17]1, predict the reactants needed to synthesize it. The reactants are: C1(OC)C=CC=CC=1.FC(F)(F)C(O)=O.[CH:16]1([CH2:19][N:20]2[C:24]([C:25]3[CH:30]=[CH:29][N:28]=[C:27]([NH:31][C:32]4[CH:37]=[CH:36][C:35]([S:38](=[O:49])(=[O:48])[N:39]([CH2:44][CH2:45][O:46][CH3:47])C(C)(C)C)=[CH:34][CH:33]=4)[N:26]=3)=[CH:23][N:22]=[C:21]2[CH2:50][CH3:51])[CH2:18][CH2:17]1. (2) Given the product [CH3:1][CH:2]1[CH2:7][CH2:6][CH2:5][N:4]([CH2:8][C:10]2[CH:25]=[CH:24][C:13]([O:14][C:15]3[CH:23]=[CH:22][C:18]([C:19]([NH2:21])=[O:20])=[CH:17][N:16]=3)=[CH:12][CH:11]=2)[CH2:3]1, predict the reactants needed to synthesize it. The reactants are: [CH3:1][CH:2]1[CH2:7][CH2:6][CH2:5][NH:4][CH2:3]1.[CH:8]([C:10]1[CH:25]=[CH:24][C:13]([O:14][C:15]2[CH:23]=[CH:22][C:18]([C:19]([NH2:21])=[O:20])=[CH:17][N:16]=2)=[CH:12][CH:11]=1)=O.C(O[BH-](OC(=O)C)OC(=O)C)(=O)C.[Na+].C(O)(=O)C. (3) Given the product [Br:21][C:18]1[CH:19]=[CH:20][C:15]([N:4]2[CH2:5][CH2:6][N:1]([C:7]([O:9][C:10]([CH3:13])([CH3:12])[CH3:11])=[O:8])[CH2:2][CH2:3]2)=[N:16][CH:17]=1, predict the reactants needed to synthesize it. The reactants are: [N:1]1([C:7]([O:9][C:10]([CH3:13])([CH3:12])[CH3:11])=[O:8])[CH2:6][CH2:5][NH:4][CH2:3][CH2:2]1.Br[C:15]1[CH:20]=[CH:19][C:18]([Br:21])=[CH:17][N:16]=1.C(=O)([O-])[O-].[K+].[K+]. (4) Given the product [CH3:1][O:2][C:3]([C:5]1[N:6]([CH2:13][C:14]2[CH:19]=[C:18]([F:20])[C:17]([F:21])=[C:16]([F:22])[CH:15]=2)[N:7]=[C:8]([NH2:10])[CH:9]=1)=[O:4], predict the reactants needed to synthesize it. The reactants are: [CH3:1][O:2][C:3]([C:5]1[N:6]([CH2:13][C:14]2[CH:19]=[C:18]([F:20])[C:17]([F:21])=[C:16]([F:22])[CH:15]=2)[N:7]=[C:8]([N+:10]([O-])=O)[CH:9]=1)=[O:4].